From a dataset of Full USPTO retrosynthesis dataset with 1.9M reactions from patents (1976-2016). Predict the reactants needed to synthesize the given product. (1) Given the product [F:26][C:23]1[CH:22]=[CH:21][C:20]([CH2:19][NH:18][C:16]([N:13]2[CH2:14][CH2:15][CH:10]([NH:9][C:8]3[CH:7]=[CH:6][C:5]([O:4][CH2:3][CH2:2][NH:1][CH2:57][C@H:55]([OH:56])[CH2:54][O:53][C:50]4[CH:51]=[CH:52][C:47]([OH:46])=[CH:48][CH:49]=4)=[CH:28][CH:27]=3)[CH2:11][CH2:12]2)=[O:17])=[CH:25][CH:24]=1, predict the reactants needed to synthesize it. The reactants are: [NH2:1][CH2:2][CH2:3][O:4][C:5]1[CH:28]=[CH:27][C:8]([NH:9][CH:10]2[CH2:15][CH2:14][N:13]([C:16]([NH:18][CH2:19][C:20]3[CH:25]=[CH:24][C:23]([F:26])=[CH:22][CH:21]=3)=[O:17])[CH2:12][CH2:11]2)=[CH:7][CH:6]=1.C([Si]([O:46][C:47]1[CH:52]=[CH:51][C:50]([O:53][CH2:54][CH:55]2[CH2:57][O:56]2)=[CH:49][CH:48]=1)(C1C=CC=CC=1)C1C=CC=CC=1)(C)(C)C. (2) Given the product [CH2:1]([O:3][C:4]([C:6]1[C:10]([CH2:11][CH2:12][CH2:13][N:14]([CH3:16])[CH3:15])=[C:9]([CH:25]=[O:26])[NH:8][C:7]=1[CH3:17])=[O:5])[CH3:2], predict the reactants needed to synthesize it. The reactants are: [CH2:1]([O:3][C:4]([C:6]1[C:10]([CH2:11][CH2:12][CH2:13][N:14]([CH3:16])[CH3:15])=[CH:9][NH:8][C:7]=1[CH3:17])=[O:5])[CH3:2].P(Cl)(Cl)(Cl)=O.CN(C)[CH:25]=[O:26]. (3) Given the product [CH2:13]([N:8]1[CH2:9][CH2:10][CH2:11][CH:12]=[C:6]([CH2:5][CH2:4][C:3]([NH:24][OH:25])=[O:2])[C:7]1=[O:20])[C:14]1[CH:19]=[CH:18][CH:17]=[CH:16][CH:15]=1, predict the reactants needed to synthesize it. The reactants are: C[O:2][C:3](=O)[CH2:4][CH2:5][C:6]1[C:7](=[O:20])[N:8]([CH2:13][C:14]2[CH:19]=[CH:18][CH:17]=[CH:16][CH:15]=2)[CH2:9][CH2:10][CH2:11][CH:12]=1.CO.[NH2:24][O:25][K].C(O)(=O)C. (4) Given the product [C:1]([O:5][C:6](=[O:38])[C:7]([F:36])([F:37])[O:8][C:9]1[CH:10]=[CH:11][C:12]([CH2:13][C:14]([C:24]2[CH:25]=[CH:26][C:27]([C:28]([O:30][CH3:31])=[O:29])=[CH:32][CH:33]=2)([CH2:64][C:65]2[CH:70]=[CH:69][C:68]([C:71]([P:74]([O:80][C:81]([CH3:84])([CH3:83])[CH3:82])([O:75][C:76]([CH3:77])([CH3:79])[CH3:78])=[O:85])([F:72])[F:73])=[CH:67][CH:66]=2)[C:15]([C:17]2[CH:22]=[CH:21][C:20]([F:23])=[CH:19][CH:18]=2)=[O:16])=[CH:34][CH:35]=1)([CH3:4])([CH3:2])[CH3:3], predict the reactants needed to synthesize it. The reactants are: [C:1]([O:5][C:6](=[O:38])[C:7]([F:37])([F:36])[O:8][C:9]1[CH:35]=[CH:34][C:12]([CH2:13][CH:14]([C:24]2[CH:33]=[CH:32][C:27]([C:28]([O:30][CH3:31])=[O:29])=[CH:26][CH:25]=2)[C:15]([C:17]2[CH:22]=[CH:21][C:20]([F:23])=[CH:19][CH:18]=2)=[O:16])=[CH:11][CH:10]=1)([CH3:4])([CH3:3])[CH3:2].C1OCCOCCOCCOCCOCCOC1.CC(C)([O-])C.[K+].Br[CH2:64][C:65]1[CH:70]=[CH:69][C:68]([C:71]([P:74](=[O:85])([O:80][C:81]([CH3:84])([CH3:83])[CH3:82])[O:75][C:76]([CH3:79])([CH3:78])[CH3:77])([F:73])[F:72])=[CH:67][CH:66]=1.